Dataset: Ames mutagenicity test results for genotoxicity prediction. Task: Regression/Classification. Given a drug SMILES string, predict its toxicity properties. Task type varies by dataset: regression for continuous values (e.g., LD50, hERG inhibition percentage) or binary classification for toxic/non-toxic outcomes (e.g., AMES mutagenicity, cardiotoxicity, hepatotoxicity). Dataset: ames. (1) The drug is C[C@H](CCc1ccccc1)c1ccccc1. The result is 0 (non-mutagenic). (2) The drug is Cc1c(N=[N+]([O-])c2cc([N+](=O)[O-])cc([N+](=O)[O-])c2C)cc([N+](=O)[O-])cc1[N+](=O)[O-]. The result is 1 (mutagenic). (3) The molecule is Nc1cc(Cl)ccc1O. The result is 1 (mutagenic). (4) The drug is CCCCCCCCCCCCCC(=O)ON(C(C)=O)c1ccc2c(c1)Cc1ccccc1-2. The result is 1 (mutagenic). (5) The molecule is CCCCCCCCCCCCCCCCCCCC. The result is 0 (non-mutagenic). (6) The compound is Oc1cccc2c3ccccc3c3cc4ccccc4cc3c12. The result is 0 (non-mutagenic). (7) The compound is C=CC. The result is 1 (mutagenic).